Dataset: Forward reaction prediction with 1.9M reactions from USPTO patents (1976-2016). Task: Predict the product of the given reaction. (1) Given the reactants [Br:1][C:2]1[CH:3]=[N:4][C:5]2[N:6]([N:8]=[C:9]([C:11]([OH:13])=O)[CH:10]=2)[CH:7]=1.[CH3:14][N:15]1[C:24]2[C:19](=[CH:20][CH:21]=[CH:22][C:23]=2[C:25]2[CH:30]=[CH:29][N:28]=[CH:27][CH:26]=2)[CH2:18][CH2:17][NH:16]1, predict the reaction product. The product is: [Br:1][C:2]1[CH:3]=[N:4][C:5]2[N:6]([N:8]=[C:9]([C:11]([N:16]3[CH2:17][CH2:18][C:19]4[C:24](=[C:23]([C:25]5[CH:30]=[CH:29][N:28]=[CH:27][CH:26]=5)[CH:22]=[CH:21][CH:20]=4)[N:15]3[CH3:14])=[O:13])[CH:10]=2)[CH:7]=1. (2) Given the reactants [CH3:1][O:2][CH2:3][CH2:4][C:5]1([C:11]([O:13][C:14]([CH3:17])([CH3:16])[CH3:15])=[O:12])SCCCS1.BrN1C(=[O:24])CCC1=O.C(=O)(O)[O-].[Na+].S([O-])([O-])(=O)=S.[Na+].[Na+], predict the reaction product. The product is: [CH3:1][O:2][CH2:3][CH2:4][C:5](=[O:24])[C:11]([O:13][C:14]([CH3:17])([CH3:16])[CH3:15])=[O:12].